Dataset: Reaction yield outcomes from USPTO patents with 853,638 reactions. Task: Predict the reaction yield, written as a fraction of the theoretical maximum amount of product (1.0 means a 100% yield; for example, 0.34 means a 34% yield). The reactants are [CH3:1][C:2]1[O:6][N:5]=[C:4]([C:7]2[CH:12]=[CH:11][CH:10]=[CH:9][CH:8]=2)[C:3]=1[CH2:13][O:14][C:15]1[CH:23]=[CH:22][C:18]([C:19]([OH:21])=O)=[CH:17][N:16]=1.[NH2:24][CH2:25][C:26]1[C:27](=[O:33])[NH:28][N:29]=[C:30]([CH3:32])[CH:31]=1. No catalyst specified. The product is [CH3:32][C:30]1[CH:31]=[C:26]([CH2:25][NH:24][C:19](=[O:21])[C:18]2[CH:22]=[CH:23][C:15]([O:14][CH2:13][C:3]3[C:4]([C:7]4[CH:8]=[CH:9][CH:10]=[CH:11][CH:12]=4)=[N:5][O:6][C:2]=3[CH3:1])=[N:16][CH:17]=2)[C:27](=[O:33])[NH:28][N:29]=1. The yield is 0.830.